From a dataset of Peptide-MHC class I binding affinity with 185,985 pairs from IEDB/IMGT. Regression. Given a peptide amino acid sequence and an MHC pseudo amino acid sequence, predict their binding affinity value. This is MHC class I binding data. (1) The peptide sequence is GAEALGPFQSF. The MHC is H-2-Kb with pseudo-sequence H-2-Kb. The binding affinity (normalized) is 0.264. (2) The peptide sequence is MPAYIRNTL. The MHC is HLA-B27:05 with pseudo-sequence HLA-B27:05. The binding affinity (normalized) is 0.0847. (3) The peptide sequence is AAIDRQVSV. The MHC is HLA-A68:02 with pseudo-sequence HLA-A68:02. The binding affinity (normalized) is 0.328. (4) The peptide sequence is RLISMMGFK. The MHC is HLA-A11:01 with pseudo-sequence HLA-A11:01. The binding affinity (normalized) is 0.713. (5) The binding affinity (normalized) is 0.0311. The MHC is HLA-B40:01 with pseudo-sequence HLA-B40:01. The peptide sequence is AFPTSCHMFIICF. (6) The peptide sequence is RTADIGACM. The binding affinity (normalized) is 0.0847. The MHC is HLA-B18:01 with pseudo-sequence HLA-B18:01. (7) The peptide sequence is AVFLSYIGY. The MHC is HLA-B58:01 with pseudo-sequence HLA-B58:01. The binding affinity (normalized) is 0.0997.